The task is: Predict the reaction yield, written as a fraction of the theoretical maximum amount of product (1.0 means a 100% yield; for example, 0.34 means a 34% yield).. This data is from Reaction yield outcomes from USPTO patents with 853,638 reactions. The reactants are [CH2:1]([N:8]1[CH2:12][CH:11]([C:13]2[CH:18]=[CH:17][C:16]([Cl:19])=[C:15]([Cl:20])[CH:14]=2)[CH:10]([CH:21]([OH:24])[CH2:22][CH3:23])[CH2:9]1)[C:2]1[CH:7]=[CH:6][CH:5]=[CH:4][CH:3]=1.Cl[C:26]1[CH:33]=[CH:32][C:29]([C:30]#[N:31])=[CH:28][N:27]=1.[H-].[Na+]. The catalyst is CN(C=O)C. The product is [CH2:1]([N:8]1[CH2:12][CH:11]([C:13]2[CH:18]=[CH:17][C:16]([Cl:19])=[C:15]([Cl:20])[CH:14]=2)[CH:10]([CH:21]([O:24][C:26]2[CH:33]=[CH:32][C:29]([C:30]#[N:31])=[CH:28][N:27]=2)[CH2:22][CH3:23])[CH2:9]1)[C:2]1[CH:3]=[CH:4][CH:5]=[CH:6][CH:7]=1. The yield is 0.730.